Task: Predict which catalyst facilitates the given reaction.. Dataset: Catalyst prediction with 721,799 reactions and 888 catalyst types from USPTO (1) Reactant: C1(O[C:8](=[O:26])[NH:9][C:10]2[CH:15]=[C:14]([C:16]([CH3:19])([CH3:18])[CH3:17])[CH:13]=[C:12]([C:20](=[O:23])[NH:21][CH3:22])[C:11]=2[O:24][CH3:25])C=CC=CC=1.[NH2:27][C:28]1[C:37]2[C:32](=[CH:33][CH:34]=[CH:35][CH:36]=2)[C:31]([O:38][C:39]2[CH:44]=[CH:43][N:42]=[C:41]([NH:45][C:46]3[CH:51]=[C:50]([O:52][CH2:53][CH2:54][O:55][CH2:56][CH2:57][O:58][CH2:59][CH2:60][O:61][CH3:62])[CH:49]=[C:48]([O:63][CH3:64])[CH:47]=3)[CH:40]=2)=[CH:30][CH:29]=1.CCN(CC)CC. Product: [C:16]([C:14]1[CH:15]=[C:10]([NH:9][C:8]([NH:27][C:28]2[C:37]3[C:32](=[CH:33][CH:34]=[CH:35][CH:36]=3)[C:31]([O:38][C:39]3[CH:44]=[CH:43][N:42]=[C:41]([NH:45][C:46]4[CH:51]=[C:50]([O:52][CH2:53][CH2:54][O:55][CH2:56][CH2:57][O:58][CH2:59][CH2:60][O:61][CH3:62])[CH:49]=[C:48]([O:63][CH3:64])[CH:47]=4)[CH:40]=3)=[CH:30][CH:29]=2)=[O:26])[C:11]([O:24][CH3:25])=[C:12]([CH:13]=1)[C:20]([NH:21][CH3:22])=[O:23])([CH3:17])([CH3:18])[CH3:19]. The catalyst class is: 1. (2) Reactant: [S:1]1[CH:5]=[CH:4][N:3]=[C:2]1[NH:6][S:7]([C:10]1[CH:11]=[N:12][C:13](Cl)=[CH:14][CH:15]=1)(=[O:9])=[O:8].CC1(C)C2C=CC=C(P(C3C=CC=CC=3)C3C=CC=CC=3)C=2OC2C1=CC=CC=2P(C1C=CC=CC=1)C1C=CC=CC=1.Cl.Cl.[Cl:61][C:62]1[CH:74]=[CH:73][C:65]([CH2:66][N:67]2[CH:71]=[C:70]([NH2:72])[CH:69]=[N:68]2)=[CH:64][CH:63]=1.CN(C)C(=O)C.CC(C)([O-])C.[Na+]. Product: [Cl:61][C:62]1[CH:74]=[CH:73][C:65]([CH2:66][N:67]2[CH:71]=[C:70]([NH:72][C:13]3[N:12]=[CH:11][C:10]([S:7]([NH:6][C:2]4[S:1][CH:5]=[CH:4][N:3]=4)(=[O:9])=[O:8])=[CH:15][CH:14]=3)[CH:69]=[N:68]2)=[CH:64][CH:63]=1. The catalyst class is: 110. (3) Reactant: [CH2:1]([O:8][C:9]1[CH:16]=[CH:15][C:12]([CH:13]=[O:14])=[C:11]([OH:17])[CH:10]=1)[C:2]1[CH:7]=[CH:6][CH:5]=[CH:4][CH:3]=1.[N+:18]([O-])([OH:20])=[O:19].O. Product: [CH2:1]([O:8][C:9]1[C:16]([N+:18]([O-:20])=[O:19])=[CH:15][C:12]([CH:13]=[O:14])=[C:11]([OH:17])[CH:10]=1)[C:2]1[CH:3]=[CH:4][CH:5]=[CH:6][CH:7]=1. The catalyst class is: 15. (4) Reactant: [Cl:1][C:2]1[CH:7]=[C:6]([NH:8][C:9](=[O:11])[CH3:10])[CH:5]=[CH:4][N:3]=1.[OH-].[K+].[CH3:14]I. Product: [Cl:1][C:2]1[CH:7]=[C:6]([N:8]([CH3:14])[C:9](=[O:11])[CH3:10])[CH:5]=[CH:4][N:3]=1. The catalyst class is: 21. (5) Reactant: [C:1]([O:5][C:6](=[O:35])[N:7]([C:16]1[S:17][C@:18]2([CH2:33][OH:34])[C@H:20]([C@:21]([C:25]3[CH:30]=[C:29]([Br:31])[CH:28]=[CH:27][C:26]=3[F:32])([CH2:23][F:24])[N:22]=1)[CH2:19]2)[CH2:8][O:9][CH2:10][CH2:11][Si:12]([CH3:15])([CH3:14])[CH3:13])([CH3:4])([CH3:3])[CH3:2].[CH3:36][C:37]1[CH:42]=[CH:41][C:40]([S:43](Cl)(=[O:45])=[O:44])=[CH:39][CH:38]=1. Product: [CH3:36][C:37]1[CH:42]=[CH:41][C:40]([S:43]([O:34][CH2:33][C@:18]23[CH2:19][C@H:20]2[C@:21]([C:25]2[CH:30]=[C:29]([Br:31])[CH:28]=[CH:27][C:26]=2[F:32])([CH2:23][F:24])[N:22]=[C:16]([N:7]([C:6]([O:5][C:1]([CH3:4])([CH3:2])[CH3:3])=[O:35])[CH2:8][O:9][CH2:10][CH2:11][Si:12]([CH3:13])([CH3:14])[CH3:15])[S:17]3)(=[O:45])=[O:44])=[CH:39][CH:38]=1. The catalyst class is: 172. (6) Reactant: [Cl:1][C:2]1[CH:3]=[C:4]2[C:9](=[CH:10][C:11]=1[C:12](O)=[O:13])[N:8]=[CH:7][N:6]=[C:5]2[NH:15][CH:16]([C:18]1[NH:22][C:21]2[CH:23]=[CH:24][C:25]([Cl:27])=[CH:26][C:20]=2[N:19]=1)[CH3:17].FC1C(OC(N(C)C)=[N+](C)C)=C(F)C(F)=C(F)C=1F.F[P-](F)(F)(F)(F)F.C(N(C(C)C)CC)(C)C.[NH2:63][C:64]([C@H:66]1[CH2:70][CH2:69][CH2:68][NH:67]1)=[O:65]. The catalyst class is: 16. Product: [Cl:1][C:2]1[CH:3]=[C:4]2[C:9](=[CH:10][C:11]=1[C:12]([N:67]1[CH2:68][CH2:69][CH2:70][C@@H:66]1[C:64]([NH2:63])=[O:65])=[O:13])[N:8]=[CH:7][N:6]=[C:5]2[NH:15][CH:16]([C:18]1[NH:22][C:21]2[CH:23]=[CH:24][C:25]([Cl:27])=[CH:26][C:20]=2[N:19]=1)[CH3:17].